Dataset: Reaction yield outcomes from USPTO patents with 853,638 reactions. Task: Predict the reaction yield, written as a fraction of the theoretical maximum amount of product (1.0 means a 100% yield; for example, 0.34 means a 34% yield). (1) The reactants are C(OC([N:11]1[CH2:16][CH2:15][C@H:14]([NH:17][C:18]([O:20][C:21]([CH3:24])([CH3:23])[CH3:22])=[O:19])[C@H:13]([OH:25])[CH2:12]1)=O)C1C=CC=CC=1. The product is [C:21]([O:20][C:18](=[O:19])[NH:17][C@H:14]1[CH2:15][CH2:16][NH:11][CH2:12][C@H:13]1[OH:25])([CH3:24])([CH3:22])[CH3:23]. The yield is 1.00. The catalyst is CO. (2) The reactants are [CH2:1]([O:8][C:9]([NH:11][C:12]1[C:13]([CH3:41])=[C:14]([C:18]2[C:30]3[C:29]4[C:24](=[CH:25][C:26]([O:31][CH2:32][CH2:33][O:34][CH3:35])=[CH:27][CH:28]=4)[NH:23][C:22]=3[C:21]([C:36]([O:38]CC)=[O:37])=[N:20][CH:19]=2)[CH:15]=[CH:16][CH:17]=1)=[O:10])[C:2]1[CH:7]=[CH:6][CH:5]=[CH:4][CH:3]=1.O.[OH-].[Li+]. The catalyst is O1CCCC1.CO.O. The product is [CH2:1]([O:8][C:9]([NH:11][C:12]1[C:13]([CH3:41])=[C:14]([C:18]2[C:30]3[C:29]4[C:24](=[CH:25][C:26]([O:31][CH2:32][CH2:33][O:34][CH3:35])=[CH:27][CH:28]=4)[NH:23][C:22]=3[C:21]([C:36]([OH:38])=[O:37])=[N:20][CH:19]=2)[CH:15]=[CH:16][CH:17]=1)=[O:10])[C:2]1[CH:7]=[CH:6][CH:5]=[CH:4][CH:3]=1. The yield is 0.830. (3) The reactants are [CH3:1][C:2]1[CH:7]=[C:6]([N+:8]([O-:10])=[O:9])[CH:5]=[CH:4][C:3]=1[OH:11].C([O-])([O-])=O.[Cs+].[Cs+].Cl[C:19]([F:24])([F:23])C([O-])=O.[Na+]. The catalyst is CN(C)C=O.O. The yield is 0.860. The product is [F:23][CH:19]([F:24])[O:11][C:3]1[CH:4]=[CH:5][C:6]([N+:8]([O-:10])=[O:9])=[CH:7][C:2]=1[CH3:1]. (4) The reactants are [CH2:1]([C@@H:8]1[NH:13][CH2:12][CH2:11][N:10]([C:14]2[CH:19]=[CH:18][C:17]([O:20][CH3:21])=[C:16]([O:22][CH:23]3[CH2:27][CH2:26][CH2:25][CH2:24]3)[CH:15]=2)[CH2:9]1)[C:2]1[CH:7]=[CH:6][CH:5]=[CH:4][CH:3]=1.[OH:28][C@@H:29]([CH3:34])[CH2:30][C:31](O)=[O:32].C1CCC(N=C=NC2CCCCC2)CC1. The catalyst is C(Cl)Cl.CN(C1C=CN=CC=1)C. The product is [CH2:1]([C@H:8]1[CH2:9][N:10]([C:14]2[CH:19]=[CH:18][C:17]([O:20][CH3:21])=[C:16]([O:22][CH:23]3[CH2:27][CH2:26][CH2:25][CH2:24]3)[CH:15]=2)[CH2:11][CH2:12][N:13]1[C:31](=[O:32])[CH2:30][C@@H:29]([OH:28])[CH3:34])[C:2]1[CH:3]=[CH:4][CH:5]=[CH:6][CH:7]=1. The yield is 0.570. (5) The reactants are [C:1]([N:8]1[CH2:15][C:14]([F:17])([F:16])[CH2:13][C@H:9]1[C:10]([OH:12])=[O:11])([O:3][C:4]([CH3:7])(C)C)=[O:2].C(O)(C(F)(F)F)=O.C(Cl)Cl.C(Cl)(OCC1[C:44]2[C:39](=[CH:40][CH:41]=[CH:42][CH:43]=2)[C:38]2[C:33]1=[CH:34][CH:35]=[CH:36][CH:37]=2)=O. The catalyst is O1CCOCC1.O. The product is [C:1]([N:8]1[CH2:15][C:14]([F:16])([F:17])[CH2:13][C@H:9]1[C:10]([OH:12])=[O:11])([O:3][CH2:4][CH:7]1[C:37]2[C:38](=[CH:33][CH:34]=[CH:35][CH:36]=2)[C:39]2[C:44]1=[CH:43][CH:42]=[CH:41][CH:40]=2)=[O:2]. The yield is 0.880. (6) The reactants are [F:1][C:2]1[CH:3]=[C:4]([CH:11]=O)[C:5](=[CH:8][C:9]=1[F:10])[CH:6]=O.[C:13]1(=[O:20])[CH2:18][CH2:17][C:16](=[O:19])[CH2:15][CH2:14]1.[OH-].[Na+]. The catalyst is C(O)C. The product is [F:1][C:2]1[C:9]([F:10])=[CH:8][C:5]2[C:4](=[CH:11][C:18]3[C:13](=[O:20])[C:14]4[C:15]([C:16](=[O:19])[C:17]=3[CH:6]=2)=[CH:11][C:4]2[C:5](=[CH:8][C:9]([F:10])=[C:2]([F:1])[CH:3]=2)[CH:6]=4)[CH:3]=1. The yield is 0.640. (7) The reactants are [C:1]([C:3]1[CH:4]=[C:5]([C:13]2[O:17][N:16]=[C:15]([C:18]3[CH:27]=[CH:26][CH:25]=[C:24]4[C:19]=3[CH2:20][CH2:21][CH2:22][C@@H:23]4[NH:28][CH2:29][C:30]([O:32][CH3:33])=[O:31])[N:14]=2)[CH:6]=[CH:7][C:8]=1[O:9][CH:10]([CH3:12])[CH3:11])#[N:2].[CH3:34][C:35]([O:38][C:39](O[C:39]([O:38][C:35]([CH3:37])([CH3:36])[CH3:34])=[O:40])=[O:40])([CH3:37])[CH3:36]. The catalyst is C(Cl)Cl. The product is [C:35]([O:38][C:39]([N:28]([C@@H:23]1[C:24]2[C:19](=[C:18]([C:15]3[N:14]=[C:13]([C:5]4[CH:6]=[CH:7][C:8]([O:9][CH:10]([CH3:12])[CH3:11])=[C:3]([C:1]#[N:2])[CH:4]=4)[O:17][N:16]=3)[CH:27]=[CH:26][CH:25]=2)[CH2:20][CH2:21][CH2:22]1)[CH2:29][C:30]([O:32][CH3:33])=[O:31])=[O:40])([CH3:37])([CH3:36])[CH3:34]. The yield is 0.760. (8) The reactants are [CH3:1][C:2]1[CH:3]=[C:4]([CH:24]=[CH:25][C:26]=1[OH:27])[NH:5][C:6]1[C:15]2[C:10](=[CH:11][CH:12]=[CH:13][C:14]=2[O:16][CH:17]2[CH2:22][CH2:21][N:20]([CH3:23])[CH2:19][CH2:18]2)[N:9]=[CH:8][N:7]=1.Cl[CH2:29][C:30]1[N:31]=[CH:32][S:33][CH:34]=1. The product is [CH3:23][N:20]1[CH2:21][CH2:22][CH:17]([O:16][C:14]2[CH:13]=[CH:12][CH:11]=[C:10]3[C:15]=2[C:6]([NH:5][C:4]2[CH:24]=[CH:25][C:26]([O:27][CH2:29][C:30]4[N:31]=[CH:32][S:33][CH:34]=4)=[C:2]([CH3:1])[CH:3]=2)=[N:7][CH:8]=[N:9]3)[CH2:18][CH2:19]1. The yield is 0.460. No catalyst specified.